Predict the reactants needed to synthesize the given product. From a dataset of Full USPTO retrosynthesis dataset with 1.9M reactions from patents (1976-2016). (1) Given the product [CH3:1][C:2]1[C:7]([S:8][CH3:28])=[CH:6][CH:5]=[CH:4][C:3]=1[N:19]1[C:23](=[O:24])[N:22]([CH3:25])[N:21]=[N:20]1, predict the reactants needed to synthesize it. The reactants are: [CH3:1][C:2]1[C:7]([S:8][Si](C(C)C)(C(C)C)C(C)C)=[CH:6][CH:5]=[CH:4][C:3]=1[N:19]1[C:23](=[O:24])[N:22]([CH3:25])[N:21]=[N:20]1.[F-].[Cs+].[CH3:28]N(C)C=O.CI. (2) Given the product [CH2:9]([N:11]1[C:15]([CH2:16][OH:17])=[CH:14][N:13]=[CH:12]1)[CH3:10], predict the reactants needed to synthesize it. The reactants are: [N+]([O-])(O)=O.N([O-])=O.[Na+].[CH2:9]([N:11]1[C:15]([CH2:16][OH:17])=[CH:14][N:13]=[C:12]1S)[CH3:10].C(=O)([O-])[O-].[K+].[K+]. (3) Given the product [OH:18][CH2:19][CH:20]([N:22]([CH3:61])[C:23]([C:25]1[CH:33]=[C:32]2[C:28]([CH:29]=[C:30]([C:42]3[C:50]4[CH2:49][CH2:48][C:47]([CH3:52])([CH3:51])[CH2:46][C:45]=4[NH:44][N:43]=3)[NH:31]2)=[CH:27][CH:26]=1)=[O:24])[CH3:21], predict the reactants needed to synthesize it. The reactants are: [Si]([O:18][CH2:19][CH:20]([N:22]([CH3:61])[C:23]([C:25]1[CH:33]=[C:32]2[C:28]([CH:29]=[C:30]([C:42]3[C:50]4[CH2:49][CH2:48][C:47]([CH3:52])([CH3:51])[CH2:46][C:45]=4[N:44](COCC[Si](C)(C)C)[N:43]=3)[N:31]2COCC[Si](C)(C)C)=[CH:27][CH:26]=1)=[O:24])[CH3:21])(C(C)(C)C)(C1C=CC=CC=1)C1C=CC=CC=1.[F-].C([N+](CCCC)(CCCC)CCCC)CCC. (4) Given the product [ClH:37].[NH2:5][C@H:9]([C:10]([NH:12][C@@H:13]([CH2:20][CH2:21][C:22]1[CH:23]=[CH:24][CH:25]=[CH:26][CH:27]=1)/[CH:14]=[CH:15]/[C:16]([NH:18][CH3:19])=[O:17])=[O:11])[CH3:28], predict the reactants needed to synthesize it. The reactants are: CC([N:5]([C@@H:9]([CH3:28])[C:10]([NH:12][C@@H:13]([CH2:20][CH2:21][C:22]1[CH:27]=[CH:26][CH:25]=[CH:24][CH:23]=1)/[CH:14]=[CH:15]/[C:16]([NH:18][CH3:19])=[O:17])=[O:11])C(=O)[O-])(C)C.C(O)(C(F)(F)F)=O.C(Cl)[Cl:37]. (5) Given the product [CH3:21][N:20]([CH3:22])[CH2:19][CH2:18][N:12]1[CH2:11][CH2:10][O:9][C:8]2[CH:13]=[C:4]([N+:1]([O-:3])=[O:2])[CH:5]=[CH:6][C:7]1=2, predict the reactants needed to synthesize it. The reactants are: [N+:1]([C:4]1[CH:5]=[CH:6][C:7]2[NH:12][CH2:11][CH2:10][O:9][C:8]=2[CH:13]=1)([O-:3])=[O:2].[H-].[Na+].Cl.Cl[CH2:18][CH2:19][N:20]([CH3:22])[CH3:21].O. (6) Given the product [OH:20][C:21]1[CH:26]=[CH:25][C:24]([C:2]2[CH:3]=[CH:4][C:5]3[N:6]([N:8]=[C:9]([NH:11][C:12](=[O:19])[C:13]4[CH:18]=[CH:17][CH:16]=[CH:15][CH:14]=4)[N:10]=3)[CH:7]=2)=[CH:23][CH:22]=1, predict the reactants needed to synthesize it. The reactants are: Br[C:2]1[CH:3]=[CH:4][C:5]2[N:6]([N:8]=[C:9]([NH:11][C:12](=[O:19])[C:13]3[CH:18]=[CH:17][CH:16]=[CH:15][CH:14]=3)[N:10]=2)[CH:7]=1.[OH:20][C:21]1[CH:26]=[CH:25][C:24](B(O)O)=[CH:23][CH:22]=1.